This data is from Catalyst prediction with 721,799 reactions and 888 catalyst types from USPTO. The task is: Predict which catalyst facilitates the given reaction. (1) Reactant: Br[C:2]1[O:6][C:5]([CH:7]=[C:8]2[C:16]3[C:11](=[CH:12][CH:13]=[C:14]([Cl:17])[CH:15]=3)[NH:10][C:9]2=[O:18])=[CH:4][CH:3]=1.C([O-])([O-])=O.[Cs+].[Cs+].[O:25]1[CH2:30][CH2:29][N:28]([CH2:31][CH2:32][NH:33][C:34]2[CH:39]=[CH:38][C:37](B3OC(C)(C)C(C)(C)O3)=[CH:36][N:35]=2)[CH2:27][CH2:26]1. Product: [Cl:17][C:14]1[CH:15]=[C:16]2[C:11](=[CH:12][CH:13]=1)[NH:10][C:9](=[O:18])[C:8]2=[CH:7][C:5]1[O:6][C:2]([C:37]2[CH:36]=[N:35][C:34]([NH:33][CH2:32][CH2:31][N:28]3[CH2:29][CH2:30][O:25][CH2:26][CH2:27]3)=[CH:39][CH:38]=2)=[CH:3][CH:4]=1. The catalyst class is: 38. (2) Reactant: [N:1]([CH2:4][C@@H:5]([NH:12][C:13]([C:15]1[CH:19]=[CH:18][S:17][C:16]=1[NH:20][C:21]1[CH:26]=[CH:25][N:24]=[C:23]2[NH:27][CH:28]=[CH:29][C:22]=12)=[O:14])[C:6]1[CH:11]=[CH:10][CH:9]=[CH:8][CH:7]=1)=[N+]=[N-].[H][H]. Product: [NH2:1][CH2:4][C@@H:5]([NH:12][C:13]([C:15]1[CH:19]=[CH:18][S:17][C:16]=1[NH:20][C:21]1[CH:26]=[CH:25][N:24]=[C:23]2[NH:27][CH:28]=[CH:29][C:22]=12)=[O:14])[C:6]1[CH:11]=[CH:10][CH:9]=[CH:8][CH:7]=1. The catalyst class is: 19. (3) Reactant: ClC(Cl)(Cl)C([N:5]1[CH2:10][CH2:9][N:8]([C:11]2[CH:16]=[C:15]([S:17]([N:20]3[C:28]4[C:23](=[CH:24][C:25]([F:29])=[CH:26][CH:27]=4)[C:22]([CH3:30])=[CH:21]3)(=[O:19])=[O:18])[CH:14]=[CH:13][C:12]=2[O:31][CH3:32])[CH2:7][CH2:6]1)=O.[OH-].[K+]. Product: [F:29][C:25]1[CH:24]=[C:23]2[C:28](=[CH:27][CH:26]=1)[N:20]([S:17]([C:15]1[CH:14]=[CH:13][C:12]([O:31][CH3:32])=[C:11]([N:8]3[CH2:9][CH2:10][NH:5][CH2:6][CH2:7]3)[CH:16]=1)(=[O:19])=[O:18])[CH:21]=[C:22]2[CH3:30]. The catalyst class is: 1. (4) Reactant: [CH3:1][O-:2].[Na+].[CH3:4][O:5][C:6]1[C:24]([O:25][CH3:26])=[CH:23][C:9]([C:10]([C:12]2[C:13](Cl)=[N:14][CH:15]=[CH:16][C:17]=2[C:18]([F:21])([F:20])[F:19])=[O:11])=[C:8]([CH3:27])[CH:7]=1.O. Product: [CH3:4][O:5][C:6]1[C:24]([O:25][CH3:26])=[CH:23][C:9]([C:10]([C:12]2[C:13]([O:2][CH3:1])=[N:14][CH:15]=[CH:16][C:17]=2[C:18]([F:21])([F:20])[F:19])=[O:11])=[C:8]([CH3:27])[CH:7]=1. The catalyst class is: 11.